From a dataset of Reaction yield outcomes from USPTO patents with 853,638 reactions. Predict the reaction yield, written as a fraction of the theoretical maximum amount of product (1.0 means a 100% yield; for example, 0.34 means a 34% yield). (1) The reactants are [O:1]=[C:2]1[N:6]2[C:7]3[CH:8]=[CH:9][C:10](B4OC(C)(C)C(C)(C)O4)=[CH:11][C:12]=3[CH2:13][C@H:5]2[C@H:4]([CH2:23][NH:24][C:25](=[O:27])[CH3:26])[O:3]1.[F-].[K+].[CH3:30][O:31][CH:32]1[CH2:35][NH:34][CH2:33]1.CCN(CC)CC.O=O. The catalyst is CC#N.CC([O-])=O.CC([O-])=O.[Cu+2].O. The product is [CH3:30][O:31][CH:32]1[CH2:35][N:34]([C:10]2[CH:9]=[CH:8][C:7]3[N:6]4[C:2](=[O:1])[O:3][C@@H:4]([CH2:23][NH:24][C:25](=[O:27])[CH3:26])[C@@H:5]4[CH2:13][C:12]=3[CH:11]=2)[CH2:33]1. The yield is 0.400. (2) The reactants are Cl[C:2]1[C:7]([CH3:8])=[CH:6][N:5]=[C:4]([NH2:9])[N:3]=1.[CH3:10][O:11][C:12]1[N:17]=[CH:16][C:15](B(O)O)=[CH:14][CH:13]=1.C([O-])([O-])=O.[Na+].[Na+]. No catalyst specified. The product is [CH3:10][O:11][C:12]1[N:17]=[CH:16][C:15]([C:2]2[C:7]([CH3:8])=[CH:6][N:5]=[C:4]([NH2:9])[N:3]=2)=[CH:14][CH:13]=1. The yield is 0.430. (3) The reactants are [H-].[Na+].[Br:3][C:4]1[CH:9]=[CH:8][C:7]([C:10](=[O:17])[CH2:11][C:12]([O:14][CH2:15][CH3:16])=[O:13])=[C:6]([F:18])[C:5]=1[O:19][CH3:20].[CH:21]1([N:24]=[C:25]=[S:26])[CH2:23][CH2:22]1.[CH3:27]I. The catalyst is CN(C)C=O. The product is [Br:3][C:4]1[CH:9]=[CH:8][C:7]([C:10]([OH:17])=[C:11]([CH2:27][S:26][CH:25]=[N:24][CH:21]2[CH2:23][CH2:22]2)[C:12]([O:14][CH2:15][CH3:16])=[O:13])=[C:6]([F:18])[C:5]=1[O:19][CH3:20]. The yield is 0.760. (4) The reactants are [OH-].[Na+].[NH2:3][CH:4]([C:6]([OH:8])=[O:7])[CH3:5].[C:9](Cl)(=[O:16])[C:10]1[CH:15]=[CH:14][CH:13]=[CH:12][CH:11]=1.Cl. The catalyst is O. The product is [C:9]([NH:3][C@H:4]([C:6]([OH:8])=[O:7])[CH3:5])(=[O:16])[C:10]1[CH:15]=[CH:14][CH:13]=[CH:12][CH:11]=1. The yield is 0.904. (5) The reactants are C(=O)([O-])[O-].[Ca+2].[C:6](Cl)(Cl)=[S:7].ClCCl.O.[NH2:14][C:15]1[CH:22]=[CH:21][C:18]([C:19]#[N:20])=[C:17]([Cl:23])[CH:16]=1.Cl. No catalyst specified. The product is [Cl:23][C:17]1[CH:16]=[C:15]([N:14]=[C:6]=[S:7])[CH:22]=[CH:21][C:18]=1[C:19]#[N:20]. The yield is 0.670. (6) The reactants are [Cl:1][C:2]1[CH:7]=[CH:6][C:5]([CH:8]([C:25]2[CH:30]=[CH:29][CH:28]=[CH:27][CH:26]=2)[N:9]2[CH2:14][CH2:13][N:12](S(C3C=CC(C)=CC=3)(=O)=O)[CH2:11][CH2:10]2)=[CH:4][CH:3]=1.OC1C=CC(C(O)=O)=CC=1.Br.O. The catalyst is C(O)(=O)C. The product is [Cl:1][C:2]1[CH:3]=[CH:4][C:5]([CH:8]([C:25]2[CH:26]=[CH:27][CH:28]=[CH:29][CH:30]=2)[N:9]2[CH2:10][CH2:11][NH:12][CH2:13][CH2:14]2)=[CH:6][CH:7]=1. The yield is 0.848. (7) The reactants are [NH2:1][C:2]1[C:11]2[C:6](=[C:7](Br)[CH:8]=[CH:9][CH:10]=2)[N:5]=[N:4][C:3]=1[C:13]([NH:15][CH2:16][CH2:17][CH3:18])=[O:14].[CH3:19][O:20][C:21]1[CH:26]=[CH:25][C:24]([O:27][CH3:28])=[CH:23][C:22]=1B(O)O. The catalyst is [Pd](Cl)Cl.C1(P(C2C=CC=CC=2)C2C=CC=CC=2)C=CC=CC=1.C1(P(C2C=CC=CC=2)C2C=CC=CC=2)C=CC=CC=1. The product is [NH2:1][C:2]1[C:11]2[C:6](=[C:7]([C:25]3[CH:26]=[C:21]([O:20][CH3:19])[CH:22]=[CH:23][C:24]=3[O:27][CH3:28])[CH:8]=[CH:9][CH:10]=2)[N:5]=[N:4][C:3]=1[C:13]([NH:15][CH2:16][CH2:17][CH3:18])=[O:14]. The yield is 0.877. (8) The reactants are [CH2:1]([O:5][C:6]1[N:14]=[C:13]2[C:9]([NH:10][C:11](=[O:30])[N:12]2[CH2:15][CH2:16][CH2:17][CH2:18][CH2:19][N:20]2[CH2:25][CH2:24][CH:23]([C:26]([O:28]C)=[O:27])[CH2:22][CH2:21]2)=[C:8]([NH2:31])[N:7]=1)[CH2:2][CH2:3][CH3:4].[OH-].[Na+]. No catalyst specified. The product is [CH2:1]([O:5][C:6]1[N:14]=[C:13]2[C:9]([NH:10][C:11](=[O:30])[N:12]2[CH2:15][CH2:16][CH2:17][CH2:18][CH2:19][N:20]2[CH2:25][CH2:24][CH:23]([C:26]([OH:28])=[O:27])[CH2:22][CH2:21]2)=[C:8]([NH2:31])[N:7]=1)[CH2:2][CH2:3][CH3:4]. The yield is 0.490.